Dataset: NCI-60 drug combinations with 297,098 pairs across 59 cell lines. Task: Regression. Given two drug SMILES strings and cell line genomic features, predict the synergy score measuring deviation from expected non-interaction effect. (1) Drug 1: CC1=C2C(C(=O)C3(C(CC4C(C3C(C(C2(C)C)(CC1OC(=O)C(C(C5=CC=CC=C5)NC(=O)OC(C)(C)C)O)O)OC(=O)C6=CC=CC=C6)(CO4)OC(=O)C)O)C)O. Drug 2: C(=O)(N)NO. Cell line: UO-31. Synergy scores: CSS=1.89, Synergy_ZIP=-0.805, Synergy_Bliss=-0.168, Synergy_Loewe=1.68, Synergy_HSA=0.191. (2) Drug 1: CC1=C(C=C(C=C1)NC2=NC=CC(=N2)N(C)C3=CC4=NN(C(=C4C=C3)C)C)S(=O)(=O)N.Cl. Drug 2: CN1CCC(CC1)COC2=C(C=C3C(=C2)N=CN=C3NC4=C(C=C(C=C4)Br)F)OC. Cell line: CCRF-CEM. Synergy scores: CSS=7.09, Synergy_ZIP=-0.272, Synergy_Bliss=2.80, Synergy_Loewe=0.634, Synergy_HSA=1.67.